This data is from NCI-60 drug combinations with 297,098 pairs across 59 cell lines. The task is: Regression. Given two drug SMILES strings and cell line genomic features, predict the synergy score measuring deviation from expected non-interaction effect. (1) Drug 1: CN1C(=O)N2C=NC(=C2N=N1)C(=O)N. Drug 2: CC1=C2C(C(=O)C3(C(CC4C(C3C(C(C2(C)C)(CC1OC(=O)C(C(C5=CC=CC=C5)NC(=O)C6=CC=CC=C6)O)O)OC(=O)C7=CC=CC=C7)(CO4)OC(=O)C)O)C)OC(=O)C. Cell line: SR. Synergy scores: CSS=49.7, Synergy_ZIP=0.0291, Synergy_Bliss=-9.49, Synergy_Loewe=-8.12, Synergy_HSA=-6.47. (2) Drug 1: COC1=CC(=CC(=C1O)OC)C2C3C(COC3=O)C(C4=CC5=C(C=C24)OCO5)OC6C(C(C7C(O6)COC(O7)C8=CC=CS8)O)O. Drug 2: CC1CCC2CC(C(=CC=CC=CC(CC(C(=O)C(C(C(=CC(C(=O)CC(OC(=O)C3CCCCN3C(=O)C(=O)C1(O2)O)C(C)CC4CCC(C(C4)OC)OCCO)C)C)O)OC)C)C)C)OC. Cell line: CAKI-1. Synergy scores: CSS=53.6, Synergy_ZIP=-3.73, Synergy_Bliss=-4.43, Synergy_Loewe=2.66, Synergy_HSA=3.89.